From a dataset of Kir2.1 potassium channel HTS with 301,493 compounds. Binary Classification. Given a drug SMILES string, predict its activity (active/inactive) in a high-throughput screening assay against a specified biological target. (1) The molecule is S\1C(N2CCOCC2)=NC(=O)C1=C/c1oc(c2ccc(cc2)C)cc1. The result is 0 (inactive). (2) The compound is Clc1ccc(S(=O)(=O)N(Cc2onc(n2)c2ncccc2)C)cc1. The result is 0 (inactive). (3) The molecule is Clc1cc(NC(=O)NNS(=O)(=O)c2ccc(cc2)C)ccc1Cl. The result is 0 (inactive). (4) The compound is Clc1c(OCC(=O)Nc2ccc(CN3CCOCC3)cc2)cccc1. The result is 0 (inactive).